Task: Predict the reactants needed to synthesize the given product.. Dataset: Full USPTO retrosynthesis dataset with 1.9M reactions from patents (1976-2016) (1) Given the product [O:14]=[C:12]1[C:11]2[C:10](=[CH:9][C:8]([O:7][C:2]3[CH:3]=[CH:4][CH:5]=[CH:6][C:1]=3[CH3:20])=[CH:16][CH:15]=2)[C:17](=[O:19])[N:21]1[CH2:22][C:23]([OH:25])=[O:24], predict the reactants needed to synthesize it. The reactants are: [C:1]1([CH3:20])[CH:6]=[CH:5][CH:4]=[CH:3][C:2]=1[O:7][C:8]1[CH:9]=[C:10]([C:17]([OH:19])=O)[C:11](=[CH:15][CH:16]=1)[C:12]([OH:14])=O.[NH2:21][CH2:22][C:23]([OH:25])=[O:24]. (2) The reactants are: [NH2:1][C:2]1[C:7]([C:8]#[N:9])=[C:6]([NH:10][CH:11]([C:13]2[CH:18]=[C:17]([Cl:19])[C:16]([F:20])=[C:15](Br)[C:14]=2[O:22][CH3:23])[CH3:12])[N:5]=[CH:4][N:3]=1.CC1(C)C(C)(C)OB([C:32]2[CH:33]=[N:34][CH:35]=[C:36]([CH:39]=2)[C:37]#[N:38])O1.C(=O)([O-])[O-].[Na+].[Na+].O1CCOCC1. Given the product [NH2:1][C:2]1[C:7]([C:8]#[N:9])=[C:6]([NH:10][CH:11]([C:13]2[CH:18]=[C:17]([Cl:19])[C:16]([F:20])=[C:15]([C:32]3[CH:33]=[N:34][CH:35]=[C:36]([C:37]#[N:38])[CH:39]=3)[C:14]=2[O:22][CH3:23])[CH3:12])[N:5]=[CH:4][N:3]=1, predict the reactants needed to synthesize it. (3) Given the product [Cl:27][C:24]1[CH:25]=[CH:26][C:21]([C:20]([N:17]2[CH2:18][CH2:19][N:14]([CH:10]3[CH:11]([OH:13])[CH2:12][NH:8][CH2:9]3)[CH2:15][CH2:16]2)=[O:28])=[CH:22][CH:23]=1, predict the reactants needed to synthesize it. The reactants are: C(OC([N:8]1[CH2:12][CH:11]([OH:13])[CH:10]([N:14]2[CH2:19][CH2:18][N:17]([C:20](=[O:28])[C:21]3[CH:26]=[CH:25][C:24]([Cl:27])=[CH:23][CH:22]=3)[CH2:16][CH2:15]2)[CH2:9]1)=O)(C)(C)C.Cl.O1CCOCC1.